Task: Predict the reaction yield, written as a fraction of the theoretical maximum amount of product (1.0 means a 100% yield; for example, 0.34 means a 34% yield).. Dataset: Reaction yield outcomes from USPTO patents with 853,638 reactions (1) The reactants are [CH3:1][O:2][C:3]1[CH:8]=[CH:7][C:6](B(O)O)=[CH:5][CH:4]=1.C(=O)([O-])[O-].[K+].[K+].Br[C:19]1[CH:24]=[CH:23][C:22]([CH3:25])=[C:21]([N+:26]([O-:28])=[O:27])[CH:20]=1.O. The catalyst is C1(C)C=CC=CC=1.C(O)C.[Pd].C1(P(C2C=CC=CC=2)C2C=CC=CC=2)C=CC=CC=1.C1(P(C2C=CC=CC=2)C2C=CC=CC=2)C=CC=CC=1.C1(P(C2C=CC=CC=2)C2C=CC=CC=2)C=CC=CC=1.C1(P(C2C=CC=CC=2)C2C=CC=CC=2)C=CC=CC=1. The product is [CH3:1][O:2][C:3]1[CH:8]=[CH:7][C:6]([C:19]2[CH:24]=[CH:23][C:22]([CH3:25])=[C:21]([N+:26]([O-:28])=[O:27])[CH:20]=2)=[CH:5][CH:4]=1. The yield is 0.790. (2) The reactants are [CH:1]([C:3]1[CH:18]=[CH:17][C:6]([O:7][C:8]2[CH:16]=[CH:15][C:11]([C:12]([NH2:14])=[O:13])=[CH:10][N:9]=2)=[C:5]([O:19][CH3:20])[CH:4]=1)=O.[CH3:21][CH:22]1[CH2:27][CH2:26][CH:25]([CH2:28][CH2:29][NH2:30])[CH2:24][CH2:23]1.[BH4-].[Na+]. The catalyst is CO. The product is [CH3:20][O:19][C:5]1[CH:4]=[C:3]([CH2:1][NH:30][CH2:29][CH2:28][CH:25]2[CH2:26][CH2:27][CH:22]([CH3:21])[CH2:23][CH2:24]2)[CH:18]=[CH:17][C:6]=1[O:7][C:8]1[CH:16]=[CH:15][C:11]([C:12]([NH2:14])=[O:13])=[CH:10][N:9]=1. The yield is 0.656. (3) The catalyst is CN(C=O)C.O. The product is [CH3:33][S:34]([CH:14]([C:12]1[S:13][C:9]2[CH:8]=[C:7]([C:1]3[CH:2]=[CH:3][CH:4]=[CH:5][CH:6]=3)[CH:21]=[CH:20][C:10]=2[N:11]=1)[C:15]([O:17][CH2:18][CH3:19])=[O:16])(=[O:36])=[O:35]. The reactants are [C:1]1([C:7]2[CH:21]=[CH:20][C:10]3[N:11]=[C:12]([CH2:14][C:15]([O:17][CH2:18][CH3:19])=[O:16])[S:13][C:9]=3[CH:8]=2)[CH:6]=[CH:5][CH:4]=[CH:3][CH:2]=1.C1CCN2C(=NCCC2)CC1.[CH3:33][S:34](Cl)(=[O:36])=[O:35]. The yield is 0.730.